This data is from Full USPTO retrosynthesis dataset with 1.9M reactions from patents (1976-2016). The task is: Predict the reactants needed to synthesize the given product. (1) Given the product [CH3:1][C:2]1([CH3:34])[O:6]/[C:5](=[C:7]2/[C:8](=[O:27])[NH:9][C:10]3[C:15]/2=[CH:14][CH:13]=[C:12]([S:16][C:17]2[CH:26]=[CH:25][CH:24]=[CH:23][C:18]=2[C:19]([OH:21])=[O:20])[CH:11]=3)/[CH:4]=[C:3]1[N:28]1[CH2:33][CH2:32][O:31][CH2:30][CH2:29]1, predict the reactants needed to synthesize it. The reactants are: [CH3:1][C:2]1([CH3:34])[O:6]/[C:5](=[C:7]2/[C:8](=[O:27])[NH:9][C:10]3[C:15]/2=[CH:14][CH:13]=[C:12]([S:16][C:17]2[CH:26]=[CH:25][CH:24]=[CH:23][C:18]=2[C:19]([O:21]C)=[O:20])[CH:11]=3)/[CH:4]=[C:3]1[N:28]1[CH2:33][CH2:32][O:31][CH2:30][CH2:29]1.[OH-].[Na+].O. (2) Given the product [Cl:1][C:2]1[N:3]=[C:4]([N:18]2[CH2:23][CH2:22][O:21][CH2:20][CH2:19]2)[C:5]2[S:10][C:9]([C:11]3[CH:12]=[C:13]([NH:17][C:27](=[O:28])[CH2:26][N:25]([CH3:30])[CH3:24])[CH:14]=[CH:15][CH:16]=3)=[CH:8][C:6]=2[N:7]=1, predict the reactants needed to synthesize it. The reactants are: [Cl:1][C:2]1[N:3]=[C:4]([N:18]2[CH2:23][CH2:22][O:21][CH2:20][CH2:19]2)[C:5]2[S:10][C:9]([C:11]3[CH:12]=[C:13]([NH2:17])[CH:14]=[CH:15][CH:16]=3)=[CH:8][C:6]=2[N:7]=1.[CH3:24][N:25]([CH3:30])[CH2:26][C:27](O)=[O:28].